From a dataset of Peptide-MHC class II binding affinity with 134,281 pairs from IEDB. Regression. Given a peptide amino acid sequence and an MHC pseudo amino acid sequence, predict their binding affinity value. This is MHC class II binding data. (1) The peptide sequence is GKGTLDGQGKAVWGK. The MHC is DRB5_0101 with pseudo-sequence DRB5_0101. The binding affinity (normalized) is 0.373. (2) The peptide sequence is FDELELDPPEIEPGV. The MHC is DRB1_1101 with pseudo-sequence DRB1_1101. The binding affinity (normalized) is 0.